This data is from Catalyst prediction with 721,799 reactions and 888 catalyst types from USPTO. The task is: Predict which catalyst facilitates the given reaction. (1) Reactant: [C:1]([C:5]1[CH:10]=[CH:9][C:8](B(O)O)=[CH:7][CH:6]=1)([CH3:4])([CH3:3])[CH3:2].Br[C:15]1[CH:20]=[CH:19][C:18]([C:21](=[O:28])[CH2:22][CH2:23][C:24]([O:26][CH3:27])=[O:25])=[CH:17][CH:16]=1.C(=O)([O-])[O-].[Na+].[Na+]. Product: [C:1]([C:5]1[CH:10]=[CH:9][C:8]([C:15]2[CH:16]=[CH:17][C:18]([C:21](=[O:28])[CH2:22][CH2:23][C:24]([O:26][CH3:27])=[O:25])=[CH:19][CH:20]=2)=[CH:7][CH:6]=1)([CH3:4])([CH3:3])[CH3:2]. The catalyst class is: 109. (2) Reactant: [C:1]([C:3]1[C:4]([N:18]2[CH2:23][CH2:22][NH:21][CH2:20][CH2:19]2)=[N:5][C:6]([C:14]([F:17])([F:16])[F:15])=[C:7]([CH:13]=1)[C:8]([O:10][CH2:11][CH3:12])=[O:9])#[N:2].[Cl:24][C:25]1[CH:30]=[CH:29][CH:28]=[CH:27][C:26]=1[S:31]([N:34]=[C:35]=[O:36])(=[O:33])=[O:32]. Product: [Cl:24][C:25]1[CH:30]=[CH:29][CH:28]=[CH:27][C:26]=1[S:31]([NH:34][C:35]([N:21]1[CH2:22][CH2:23][N:18]([C:4]2[C:3]([C:1]#[N:2])=[CH:13][C:7]([C:8]([O:10][CH2:11][CH3:12])=[O:9])=[C:6]([C:14]([F:15])([F:17])[F:16])[N:5]=2)[CH2:19][CH2:20]1)=[O:36])(=[O:33])=[O:32]. The catalyst class is: 2. (3) Reactant: [C-:1]#[N:2].[K+].Br[CH2:5][C:6]1[C:15]([O:16][CH3:17])=[C:14]2[O:18][C:19]([CH3:22])([CH3:21])[CH2:20][C:13]2=[C:12]2[C:7]=1[CH2:8][C:9]([CH3:30])([CH3:29])[N:10]=[C:11]2[C:23]1[CH:28]=[CH:27][CH:26]=[CH:25][CH:24]=1. Product: [CH3:17][O:16][C:15]1[C:14]2[O:18][C:19]([CH3:21])([CH3:22])[CH2:20][C:13]=2[C:12]2[C:11]([C:23]3[CH:28]=[CH:27][CH:26]=[CH:25][CH:24]=3)=[N:10][C:9]([CH3:30])([CH3:29])[CH2:8][C:7]=2[C:6]=1[CH2:5][C:1]#[N:2]. The catalyst class is: 145. (4) Reactant: Cl[C:2]1[N:7]=[C:6]([NH:8][C:9]([CH:11]2[CH2:13][CH2:12]2)=[O:10])[CH:5]=[C:4]([C:14]([F:17])([F:16])[F:15])[CH:3]=1.CC1(C)C(C)(C)OB([C:26]2[O:30][C:29]([Si](C(C)C)(C(C)C)C(C)C)=[N:28][CH:27]=2)O1.C(=O)([O-])[O-].[Na+].[Na+]. Product: [O:30]1[C:26]([C:2]2[N:7]=[C:6]([NH:8][C:9]([CH:11]3[CH2:13][CH2:12]3)=[O:10])[CH:5]=[C:4]([C:14]([F:17])([F:16])[F:15])[CH:3]=2)=[CH:27][N:28]=[CH:29]1. The catalyst class is: 276. (5) Reactant: Br[C:2]1[CH:3]=[C:4]([CH:6]=[CH:7][CH:8]=1)[NH2:5].[CH2:9]([C:13]1[CH:18]=[CH:17][C:16](B(O)O)=[CH:15][CH:14]=1)[CH2:10][CH2:11][CH3:12].[F-].[Cs+]. Product: [CH2:9]([C:13]1[CH:18]=[CH:17][C:16]([C:2]2[CH:8]=[CH:7][CH:6]=[C:4]([NH2:5])[CH:3]=2)=[CH:15][CH:14]=1)[CH2:10][CH2:11][CH3:12]. The catalyst class is: 12. (6) Reactant: C([Mg]Cl)(C)C.[Br:6][C:7]1[CH:12]=[CH:11][CH:10]=[CH:9][C:8]=1I.[Cl-].[C:15]1([PH:21][C:22]2[CH:27]=[CH:26][CH:25]=[CH:24][CH:23]=2)[CH:20]=[CH:19][CH:18]=[CH:17][CH:16]=1.C(O)C. Product: [C:22]1([P:21]([C:15]2[CH:16]=[CH:17][CH:18]=[CH:19][CH:20]=2)[C:8]2[CH:9]=[CH:10][CH:11]=[CH:12][C:7]=2[Br:6])[CH:23]=[CH:24][CH:25]=[CH:26][CH:27]=1. The catalyst class is: 1. (7) Reactant: [Cl:1][C:2]1[CH:3]=[C:4]([C:11]([F:14])([F:13])[F:12])[C:5]([C:8]([OH:10])=O)=[N:6][CH:7]=1.[CH3:15][C:16]1[C:17]([NH2:21])=[N:18][O:19][N:20]=1.C(N(CC)CC)C.C(P1(=O)OP(=O)(CCC)OP(=O)(CCC)O1)CC. Product: [Cl:1][C:2]1[CH:3]=[C:4]([C:11]([F:14])([F:13])[F:12])[C:5]([C:8]([NH:21][C:17]2[C:16]([CH3:15])=[N:20][O:19][N:18]=2)=[O:10])=[N:6][CH:7]=1. The catalyst class is: 64.